The task is: Predict the product of the given reaction.. This data is from Forward reaction prediction with 1.9M reactions from USPTO patents (1976-2016). (1) Given the reactants [OH:1][C@@H:2]([C@H:4]1[C:25](=[O:26])[N:6]2[C@@H:7]([C:12]([O:14][CH2:15][C:16]3[CH:21]=[CH:20][C:19]([N+:22]([O-:24])=[O:23])=[CH:18][CH:17]=3)=[O:13])[C:8](=O)[C@H:9]([CH3:10])[C@H:5]12)[CH3:3].[F:27][CH2:28][S:29][C:30]1[N:31]=[CH:32][N:33]2[CH:37]=[C:36]([Sn](CCCC)(CCCC)CCCC)[S:35][C:34]=12, predict the reaction product. The product is: [F:27][CH2:28][S:29][C:30]1[N:31]=[CH:32][N:33]2[CH:37]=[C:36]([C:8]3[C@H:9]([CH3:10])[C@@H:5]4[C@@H:4]([C@H:2]([OH:1])[CH3:3])[C:25](=[O:26])[N:6]4[C:7]=3[C:12]([O:14][CH2:15][C:16]3[CH:21]=[CH:20][C:19]([N+:22]([O-:24])=[O:23])=[CH:18][CH:17]=3)=[O:13])[S:35][C:34]=12. (2) Given the reactants O/[CH:2]=[C:3]1\[C:4](=[O:13])[NH:5][C:6]2[C:11]\1=[CH:10][C:9]([F:12])=[CH:8][CH:7]=2.O/C=C1\C(=O)NC2C\1=CC=CC=2.[NH2:26][C:27]1[CH:31]=[C:30]([C:32]2[O:33][CH:34]=[CH:35][CH:36]=2)[NH:29][N:28]=1.NC1C=CNN=1, predict the reaction product. The product is: [F:12][C:9]1[CH:10]=[C:11]2[C:6](=[CH:7][CH:8]=1)[NH:5][C:4](=[O:13])[C:3]2=[CH:2][NH:26][C:27]1[CH:31]=[C:30]([C:32]2[O:33][CH:34]=[CH:35][CH:36]=2)[NH:29][N:28]=1. (3) Given the reactants [H][H].[O-:3][Mo:4]([O-:7])(=[O:6])=[O:5].[Mg+2:8].[Mo:9](=[O:12])(=[O:11])=[O:10].[Mg], predict the reaction product. The product is: [O-:6][Mo:4]([O-:7])(=[O:5])=[O:3].[Mg+2:8].[Mo:9](=[O:11])=[O:10].[Mg:8].[Mo:9](=[O:12])(=[O:11])=[O:10].[Mg:8]. (4) Given the reactants Cl[C:2]([C:4]1[CH:19]=[CH:18][C:7]([CH2:8][C:9]2[CH:14]=[CH:13][C:12]([N+:15]([O-:17])=[O:16])=[CH:11][CH:10]=2)=[CH:6][CH:5]=1)=[O:3].[NH:20]1[CH2:24][CH2:23][CH2:22][CH2:21]1, predict the reaction product. The product is: [N:20]1([C:2]([C:4]2[CH:19]=[CH:18][C:7]([CH2:8][C:9]3[CH:14]=[CH:13][C:12]([N+:15]([O-:17])=[O:16])=[CH:11][CH:10]=3)=[CH:6][CH:5]=2)=[O:3])[CH2:24][CH2:23][CH2:22][CH2:21]1. (5) Given the reactants [Br:1][C:2]1[C:7]([CH3:8])=[CH:6][C:5]([OH:9])=[CH:4][C:3]=1[CH3:10].[CH3:11][S:12]([N:15]1[CH2:19][CH2:18][C@H:17](OS(C)(=O)=O)[CH2:16]1)(=[O:14])=[O:13], predict the reaction product. The product is: [Br:1][C:2]1[C:7]([CH3:8])=[CH:6][C:5]([O:9][C@@H:17]2[CH2:18][CH2:19][N:15]([S:12]([CH3:11])(=[O:14])=[O:13])[CH2:16]2)=[CH:4][C:3]=1[CH3:10]. (6) Given the reactants [Cl:1][C:2]1[CH:36]=[CH:35][C:5]([O:6][C:7]2[C:12]([F:13])=[CH:11][C:10]([S:14]([N:17](CC3C=CC(OC)=CC=3OC)[C:18]3[S:22][N:21]=[CH:20][N:19]=3)(=[O:16])=[O:15])=[C:9]([F:34])[CH:8]=2)=[C:4]([C:37]2[N:41]3[CH:42]=[CH:43][N:44]=[CH:45][C:40]3=[CH:39][N:38]=2)[CH:3]=1.FC(F)(F)C(O)=O, predict the reaction product. The product is: [Cl:1][C:2]1[CH:36]=[CH:35][C:5]([O:6][C:7]2[C:12]([F:13])=[CH:11][C:10]([S:14]([NH:17][C:18]3[S:22][N:21]=[CH:20][N:19]=3)(=[O:15])=[O:16])=[C:9]([F:34])[CH:8]=2)=[C:4]([C:37]2[N:41]3[CH:42]=[CH:43][N:44]=[CH:45][C:40]3=[CH:39][N:38]=2)[CH:3]=1. (7) Given the reactants [S:1](C1C=CC=CC=1C(OC(=O)C1C=CC=CC=1[S:1]([OH:4])(=[O:3])=[O:2])=O)([OH:4])(=[O:3])=[O:2].C[CH2:27][CH2:28][CH2:29][CH:30]([C:33]([O-:35])=O)[CH2:31][CH3:32].C[CH2:27][CH2:28][CH2:29][CH:30]([C:33]([O-:35])=O)[CH2:31][CH3:32].[Sn+2], predict the reaction product. The product is: [C:33]([S:1]([OH:4])(=[O:3])=[O:2])(=[O:35])[C:30]1[CH:29]=[CH:28][CH:27]=[CH:32][CH:31]=1. (8) Given the reactants [N:1]([CH2:4][CH2:5][CH2:6][CH2:7][C:8]1([C:13]([OH:15])=O)[CH2:12][CH2:11][CH2:10][CH2:9]1)=[N+:2]=[N-:3].Cl.[CH3:17][O:18][C:19](=[O:40])[C@H:20]([CH2:22][C:23]1[CH:28]=[CH:27][C:26]([NH:29][C:30]([C:32]2[C:37]([Cl:38])=[CH:36][CH:35]=[CH:34][C:33]=2[Cl:39])=[O:31])=[CH:25][CH:24]=1)[NH2:21], predict the reaction product. The product is: [CH3:17][O:18][C:19](=[O:40])[C@H:20]([CH2:22][C:23]1[CH:24]=[CH:25][C:26]([NH:29][C:30]([C:32]2[C:37]([Cl:38])=[CH:36][CH:35]=[CH:34][C:33]=2[Cl:39])=[O:31])=[CH:27][CH:28]=1)[NH:21][C:13]([C:8]1([CH2:7][CH2:6][CH2:5][CH2:4][N:1]=[N+:2]=[N-:3])[CH2:9][CH2:10][CH2:11][CH2:12]1)=[O:15]. (9) Given the reactants O.[OH-].[Li+].[N:4]1([C:9]2[N:14]=[CH:13][C:12]([CH2:15][C:16]([O:18]CC)=[O:17])=[CH:11][CH:10]=2)[CH2:8][CH2:7][CH2:6][CH2:5]1.Cl, predict the reaction product. The product is: [N:4]1([C:9]2[N:14]=[CH:13][C:12]([CH2:15][C:16]([OH:18])=[O:17])=[CH:11][CH:10]=2)[CH2:8][CH2:7][CH2:6][CH2:5]1.